This data is from Catalyst prediction with 721,799 reactions and 888 catalyst types from USPTO. The task is: Predict which catalyst facilitates the given reaction. (1) Reactant: [CH:1]1([O:6][CH2:7][C:8]([O:10]CC)=[O:9])[CH2:5][CH2:4][CH2:3][CH2:2]1.CO.[OH-].[K+]. Product: [CH:1]1([O:6][CH2:7][C:8]([OH:10])=[O:9])[CH2:5][CH2:4][CH2:3][CH2:2]1. The catalyst class is: 6. (2) The catalyst class is: 4. Product: [CH3:11][O:12][C:14](=[O:15])[NH:10][C@H:8]([C:5]1[CH:6]=[CH:7][C:2]([Br:1])=[CH:3][CH:4]=1)[CH3:9]. Reactant: [Br:1][C:2]1[CH:7]=[CH:6][C:5]([C@@H:8]([NH2:10])[CH3:9])=[CH:4][CH:3]=1.[CH3:11][O-:12].[Na+].[CH3:14][OH:15]. (3) Reactant: [F:1][C:2]1[CH:7]=[C:6]([CH3:8])[CH:5]=[CH:4][C:3]=1[NH:9][C:10]1[C:19]2[C:14](=[CH:15][C:16]([O:26][CH3:27])=[C:17]([CH:20]3[CH2:25][CH2:24][NH:23][CH2:22][CH2:21]3)[CH:18]=2)[N:13]=[N:12][C:11]=1[C:28]([NH2:30])=[O:29].C(N(CC)C(C)C)(C)C.FC(F)(F)S(O[CH2:46][CH:47]([F:49])[F:48])(=O)=O. Product: [F:48][CH:47]([F:49])[CH2:46][N:23]1[CH2:24][CH2:25][CH:20]([C:17]2[CH:18]=[C:19]3[C:14](=[CH:15][C:16]=2[O:26][CH3:27])[N:13]=[N:12][C:11]([C:28]([NH2:30])=[O:29])=[C:10]3[NH:9][C:3]2[CH:4]=[CH:5][C:6]([CH3:8])=[CH:7][C:2]=2[F:1])[CH2:21][CH2:22]1. The catalyst class is: 2. (4) Reactant: [CH3:1][O:2][C:3]1[C:12]2[C:7](=[CH:8][CH:9]=[CH:10][CH:11]=2)[C:6]([S:13]([N:16]2[C:24]3[C:19](=[CH:20][CH:21]=[CH:22][CH:23]=3)[CH:18]([C:25]([OH:27])=O)[CH2:17]2)(=[O:15])=[O:14])=[CH:5][CH:4]=1.ON1C2C=CC=CC=2N=N1.CC(C)N=C=NC(C)C.[CH3:47][N:48]1[CH2:52][CH2:51][CH2:50][CH:49]1[CH2:53][CH2:54][NH2:55]. Product: [CH3:47][N:48]1[CH2:52][CH2:51][CH2:50][CH:49]1[CH2:53][CH2:54][NH:55][C:25]([CH:18]1[C:19]2[C:24](=[CH:23][CH:22]=[CH:21][CH:20]=2)[N:16]([S:13]([C:6]2[C:7]3[C:12](=[CH:11][CH:10]=[CH:9][CH:8]=3)[C:3]([O:2][CH3:1])=[CH:4][CH:5]=2)(=[O:14])=[O:15])[CH2:17]1)=[O:27]. The catalyst class is: 46. (5) Reactant: [Br:1][C:2]1[CH:10]=[CH:9][C:5]([C:6]([OH:8])=O)=[C:4]([O:11][CH3:12])[CH:3]=1.CN1CCOCC1.CN(C(ON1N=NC2C=CC=NC1=2)=[N+](C)C)C.F[P-](F)(F)(F)(F)F.[CH3:44][N:45]1[CH2:50][CH2:49][NH:48][CH2:47][CH2:46]1. Product: [Br:1][C:2]1[CH:10]=[CH:9][C:5]([C:6]([N:48]2[CH2:49][CH2:50][N:45]([CH3:44])[CH2:46][CH2:47]2)=[O:8])=[C:4]([O:11][CH3:12])[CH:3]=1. The catalyst class is: 31. (6) Reactant: C(OC([N:8]1[CH2:13][CH2:12][CH:11]([C:14](=[O:22])[NH:15][CH:16]2[CH2:21][CH2:20][CH2:19][CH2:18][CH2:17]2)[CH2:10][CH2:9]1)=O)(C)(C)C.[ClH:23]. Product: [ClH:23].[CH:16]1([NH:15][C:14]([CH:11]2[CH2:10][CH2:9][NH:8][CH2:13][CH2:12]2)=[O:22])[CH2:17][CH2:18][CH2:19][CH2:20][CH2:21]1. The catalyst class is: 12.